Dataset: Forward reaction prediction with 1.9M reactions from USPTO patents (1976-2016). Task: Predict the product of the given reaction. (1) Given the reactants [O:1]1[CH2:6][CH:5]=[C:4]([C:7]2[C:8]([O:13][CH:14]3[CH2:19][CH2:18][N:17]([C:20]([O:22][C:23]([CH3:26])([CH3:25])[CH3:24])=[O:21])[CH2:16][CH2:15]3)=[N:9][CH:10]=[CH:11][CH:12]=2)[CH2:3][CH2:2]1, predict the reaction product. The product is: [O:1]1[CH2:6][CH2:5][CH:4]([C:7]2[C:8]([O:13][CH:14]3[CH2:19][CH2:18][N:17]([C:20]([O:22][C:23]([CH3:26])([CH3:25])[CH3:24])=[O:21])[CH2:16][CH2:15]3)=[N:9][CH:10]=[CH:11][CH:12]=2)[CH2:3][CH2:2]1. (2) Given the reactants [CH3:1][O:2][C:3]1[CH:8]=[CH:7][C:6]([CH2:9][CH2:10][C@@:11]2([CH3:26])[C:14](=[O:15])[NH:13][C@@H:12]2[C:16]([O:18][CH2:19][C:20]2[CH:25]=[CH:24][CH:23]=[CH:22][CH:21]=2)=[O:17])=[CH:5][CH:4]=1.C(N(CC)CC)C.[N:34]([C@@H:37]([C:39]1[CH:44]=[CH:43][CH:42]=[CH:41][CH:40]=1)[CH3:38])=[C:35]=[O:36], predict the reaction product. The product is: [CH3:1][O:2][C:3]1[CH:8]=[CH:7][C:6]([CH2:9][CH2:10][C@@:11]2([CH3:26])[C:14](=[O:15])[N:13]([C:35](=[O:36])[NH:34][C@@H:37]([C:39]3[CH:44]=[CH:43][CH:42]=[CH:41][CH:40]=3)[CH3:38])[C@@H:12]2[C:16]([O:18][CH2:19][C:20]2[CH:21]=[CH:22][CH:23]=[CH:24][CH:25]=2)=[O:17])=[CH:5][CH:4]=1. (3) The product is: [Cl:1][C:2]1[C:3]([O:23][CH3:24])=[CH:4][C:5]2[CH2:14][CH:13]([CH3:15])[N:12]3[C:7](=[CH:8][C:9](=[O:21])[C:10]([C:16]([O:18][CH2:19][CH3:20])=[O:17])=[CH:11]3)[C:6]=2[CH:22]=1. Given the reactants [Cl:1][C:2]1[C:3]([O:23][CH3:24])=[CH:4][C:5]2[CH2:14][CH:13]([CH3:15])[N:12]3[CH:7]([CH2:8][C:9](=[O:21])[C:10]([C:16]([O:18][CH2:19][CH3:20])=[O:17])=[CH:11]3)[C:6]=2[CH:22]=1.C1(Cl)C(=O)C(Cl)=C(Cl)C(=O)C=1Cl, predict the reaction product. (4) Given the reactants Br[C:2]1[CH:7]=[C:6]([CH3:8])[C:5]([Br:9])=[CH:4][N:3]=1.C(=O)([O-])[O-].[K+].[K+].[C:16]1(P(C2C=CC=CC=2)C2C=CC=CC=2)C=CC=C[CH:17]=1, predict the reaction product. The product is: [Br:9][C:5]1[C:6]([CH3:8])=[CH:7][C:2]([CH:16]=[CH2:17])=[N:3][CH:4]=1. (5) Given the reactants [C:1]([O:5][C:6](=[O:20])[NH:7][CH2:8][CH2:9][O:10][C:11]1[CH:16]=[CH:15][C:14]([NH2:17])=[CH:13][C:12]=1[O:18][CH3:19])([CH3:4])([CH3:3])[CH3:2].[Cl:21][C:22]1[CH:27]=[CH:26][C:25]([C:28]2[CH:29]=[C:30]([C:33](O)=[O:34])[NH:31][CH:32]=2)=[CH:24][CH:23]=1, predict the reaction product. The product is: [Cl:21][C:22]1[CH:27]=[CH:26][C:25]([C:28]2[CH:29]=[C:30]([C:33]([NH:17][C:14]3[CH:15]=[CH:16][C:11]([O:10][CH2:9][CH2:8][NH:7][C:6](=[O:20])[O:5][C:1]([CH3:4])([CH3:3])[CH3:2])=[C:12]([O:18][CH3:19])[CH:13]=3)=[O:34])[NH:31][CH:32]=2)=[CH:24][CH:23]=1.